This data is from Catalyst prediction with 721,799 reactions and 888 catalyst types from USPTO. The task is: Predict which catalyst facilitates the given reaction. (1) Reactant: [CH2:1]([NH:3][C:4]1[CH:9]=[CH:8][CH:7]=[CH:6][CH:5]=1)[CH3:2].Br[CH2:11][CH2:12][OH:13].C([O-])([O-])=O.[K+].[K+]. Product: [CH2:1]([N:3]([CH2:11][CH2:12][OH:13])[C:4]1[CH:9]=[CH:8][CH:7]=[CH:6][CH:5]=1)[CH3:2]. The catalyst class is: 51. (2) Reactant: [C:1]([NH:4][CH2:5][CH2:6][C:7]1[CH:12]=[C:11]([Cl:13])[CH:10]=[CH:9][C:8]=1[S:14](Cl)(=[O:16])=[O:15])(=[O:3])[CH3:2].[NH3:18].O. Product: [Cl:13][C:11]1[CH:10]=[CH:9][C:8]([S:14](=[O:16])(=[O:15])[NH2:18])=[C:7]([CH2:6][CH2:5][NH:4][C:1](=[O:3])[CH3:2])[CH:12]=1. The catalyst class is: 2. (3) Reactant: Cl.CN(C)CCCN=C=NCC.O.ON1C2C=CC=CC=2N=N1.[CH3:24][C:25]1[CH:26]=[C:27]([C:36]([OH:38])=O)[N:28]([C:30]2[CH:35]=[CH:34][CH:33]=[CH:32][CH:31]=2)[N:29]=1.[N:39]1([C:45]([O:47][C:48]([CH3:51])([CH3:50])[CH3:49])=[O:46])[CH2:44][CH2:43][NH:42][CH2:41][CH2:40]1.C(=O)(O)[O-].[Na+]. Product: [CH3:24][C:25]1[CH:26]=[C:27]([C:36]([N:42]2[CH2:41][CH2:40][N:39]([C:45]([O:47][C:48]([CH3:51])([CH3:50])[CH3:49])=[O:46])[CH2:44][CH2:43]2)=[O:38])[N:28]([C:30]2[CH:31]=[CH:32][CH:33]=[CH:34][CH:35]=2)[N:29]=1. The catalyst class is: 4.